From a dataset of Forward reaction prediction with 1.9M reactions from USPTO patents (1976-2016). Predict the product of the given reaction. (1) Given the reactants Cl[C:2]1[N:7]=[CH:6][C:5]([C:8]2[CH2:9][CH2:10][C:11](=[O:14])[NH:12][N:13]=2)=[CH:4][CH:3]=1.[OH:15][CH:16]1[CH2:21][CH2:20][N:19]([C:22]([O:24][C:25]([CH3:28])([CH3:27])[CH3:26])=[O:23])[CH2:18][CH2:17]1, predict the reaction product. The product is: [C:25]([O:24][C:22]([N:19]1[CH2:20][CH2:21][CH:16]([O:15][C:2]2[CH:3]=[CH:4][C:5]([C:8]3[CH:9]=[CH:10][C:11](=[O:14])[NH:12][N:13]=3)=[CH:6][N:7]=2)[CH2:17][CH2:18]1)=[O:23])([CH3:28])([CH3:26])[CH3:27]. (2) The product is: [CH2:1]([C@@:5]1([C:21]([OH:23])=[O:22])[CH2:9][C@H:8]([C:10]2[N:14]=[C:13]([CH3:15])[O:12][N:11]=2)[C@H:7]([C:16]2[S:17][CH:18]=[CH:19][CH:20]=2)[N:6]1[C:33](=[O:34])[C:32]1[CH:36]=[CH:37][C:38]([C:39]([CH3:40])([CH3:41])[CH3:42])=[C:30]([O:29][CH3:28])[CH:31]=1)[CH:2]([CH3:3])[CH3:4]. Given the reactants [CH2:1]([C@@:5]1([C:21]([O:23]C(C)(C)C)=[O:22])[CH2:9][C@H:8]([C:10]2[N:14]=[C:13]([CH3:15])[O:12][N:11]=2)[C@H:7]([C:16]2[S:17][CH:18]=[CH:19][CH:20]=2)[NH:6]1)[CH:2]([CH3:4])[CH3:3].[CH3:28][O:29][C:30]1[CH:31]=[C:32]([CH:36]=[CH:37][C:38]=1[C:39]([CH3:42])([CH3:41])[CH3:40])[C:33](Cl)=[O:34].FC(F)(F)C(O)=O, predict the reaction product. (3) Given the reactants [CH:1]1[C:2]([C:9]([OH:11])=O)=[CH:3]C(O)=[N:5][C:6]=1O.O=P(Cl)(Cl)[Cl:14].[CH:17]([OH:20])([CH3:19])[CH3:18].[CH2:21]([Cl:23])Cl, predict the reaction product. The product is: [CH:17]([O:20][C:9](=[O:11])[C:2]1[CH:1]=[C:6]([Cl:14])[N:5]=[C:21]([Cl:23])[CH:3]=1)([CH3:19])[CH3:18]. (4) Given the reactants [N+:1]([C:4]1[CH:5]=[C:6]2[C:11](=[CH:12][CH:13]=1)[NH:10][C:9](=[O:14])[CH:8]=[N:7]2)([O-:3])=[O:2].[C:15]1(B(O)O)[CH:20]=[CH:19][CH:18]=[CH:17][CH:16]=1.N1C=CC=CC=1, predict the reaction product. The product is: [N+:1]([C:4]1[CH:5]=[C:6]2[C:11](=[CH:12][CH:13]=1)[N:10]([C:15]1[CH:20]=[CH:19][CH:18]=[CH:17][CH:16]=1)[C:9](=[O:14])[CH:8]=[N:7]2)([O-:3])=[O:2]. (5) Given the reactants [NH2:1][C:2]1[CH:11]=[CH:10][C:9]2[N:8]=[CH:7][CH:6]=[CH:5][C:4]=2[C:3]=1[C:12]([OH:14])=[O:13].[Cl:15][C:16]1[C:17]([N:22]2[C:26]([C:27](O)=O)=[CH:25][C:24]([C:30]([F:33])([F:32])[F:31])=[N:23]2)=[N:18][CH:19]=[CH:20][CH:21]=1.N1C=CC=CC=1.CS(Cl)(=O)=O, predict the reaction product. The product is: [Cl:15][C:16]1[C:17]([N:22]2[C:26]([C:27]3[O:13][C:12](=[O:14])[C:3]4[C:4]5[C:9](=[N:8][CH:7]=[CH:6][CH:5]=5)[CH:10]=[CH:11][C:2]=4[N:1]=3)=[CH:25][C:24]([C:30]([F:33])([F:31])[F:32])=[N:23]2)=[N:18][CH:19]=[CH:20][CH:21]=1. (6) Given the reactants [O:1]=[C:2]1[C:10]2[C:5](=[CH:6][CH:7]=[CH:8][CH:9]=2)[C:4](=[O:11])[N:3]1[CH:12]([C:18]1[CH:23]=[CH:22][C:21]([O:24][CH3:25])=[C:20]([O:26][CH2:27][CH3:28])[CH:19]=1)[CH2:13][C:14]([NH:16][OH:17])=[O:15].[C:29](O[C:29]([C:30]1[CH:35]=[CH:34][CH:33]=[CH:32][CH:31]=1)=[O:36])(=[O:36])[C:30]1[CH:35]=[CH:34][CH:33]=[CH:32][CH:31]=1, predict the reaction product. The product is: [C:29]([O:17][NH:16][C:14](=[O:15])[CH2:13][CH:12]([N:3]1[C:4](=[O:11])[C:5]2[C:10](=[CH:9][CH:8]=[CH:7][CH:6]=2)[C:2]1=[O:1])[C:18]1[CH:23]=[CH:22][C:21]([O:24][CH3:25])=[C:20]([O:26][CH2:27][CH3:28])[CH:19]=1)(=[O:36])[C:30]1[CH:35]=[CH:34][CH:33]=[CH:32][CH:31]=1. (7) Given the reactants [Cl-].O[NH3+:3].[C:4](=[O:7])([O-])[OH:5].[Na+].CS(C)=O.[CH3:13][N:14]([CH:49]1[CH2:54][CH2:53][O:52][CH2:51][CH2:50]1)[C@H:15]1[CH2:20][CH2:19][C@H:18]([N:21]2[C:26](=[O:27])[C:25]([CH2:28][C:29]3[CH:34]=[CH:33][C:32]([C:35]4[C:36]([C:41]#[N:42])=[CH:37][CH:38]=[CH:39][CH:40]=4)=[CH:31][CH:30]=3)=[C:24]([CH2:43][CH2:44][CH3:45])[N:23]3[N:46]=[CH:47][N:48]=[C:22]23)[CH2:17][CH2:16]1, predict the reaction product. The product is: [CH3:13][N:14]([CH:49]1[CH2:50][CH2:51][O:52][CH2:53][CH2:54]1)[C@H:15]1[CH2:16][CH2:17][C@H:18]([N:21]2[C:26](=[O:27])[C:25]([CH2:28][C:29]3[CH:30]=[CH:31][C:32]([C:35]4[CH:40]=[CH:39][CH:38]=[CH:37][C:36]=4[C:41]4[NH:3][C:4](=[O:7])[O:5][N:42]=4)=[CH:33][CH:34]=3)=[C:24]([CH2:43][CH2:44][CH3:45])[N:23]3[N:46]=[CH:47][N:48]=[C:22]23)[CH2:19][CH2:20]1. (8) Given the reactants Br[C:2]1[CH:3]=[N:4][CH:5]=[C:6]2[C:11]=1[N:10]=[C:9]([C:12]([NH2:14])=[O:13])[CH:8]=[CH:7]2.[O:15]1[C:19]2[CH:20]=[CH:21][C:22](B(O)O)=[CH:23][C:18]=2[O:17][CH2:16]1.C(=O)([O-])[O-].[Cs+].[Cs+], predict the reaction product. The product is: [O:15]1[C:19]2[CH:20]=[CH:21][C:22]([C:2]3[CH:3]=[N:4][CH:5]=[C:6]4[C:11]=3[N:10]=[C:9]([C:12]([NH2:14])=[O:13])[CH:8]=[CH:7]4)=[CH:23][C:18]=2[O:17][CH2:16]1. (9) Given the reactants [CH3:1][C:2]1[CH:18]=[CH:17][C:5]([CH2:6][O:7][CH2:8][C:9]2[O:13][N:12]=[C:11]([C:14]([OH:16])=O)[CH:10]=2)=[CH:4][CH:3]=1.C(N(CC)CC)C.Cl.C(N=C=NCCCN(C)C)C.ON1C2C=CC=CC=2N=N1.[O:48]1[CH2:52][CH2:51][CH:50]([CH2:53][NH2:54])[CH2:49]1, predict the reaction product. The product is: [O:48]1[CH2:52][CH2:51][CH:50]([CH2:53][NH:54][C:14]([C:11]2[CH:10]=[C:9]([CH2:8][O:7][CH2:6][C:5]3[CH:4]=[CH:3][C:2]([CH3:1])=[CH:18][CH:17]=3)[O:13][N:12]=2)=[O:16])[CH2:49]1.